From a dataset of Reaction yield outcomes from USPTO patents with 853,638 reactions. Predict the reaction yield, written as a fraction of the theoretical maximum amount of product (1.0 means a 100% yield; for example, 0.34 means a 34% yield). (1) The reactants are [Cl:1][C:2]1[CH:21]=[CH:20][C:5]2[O:6][C:7]3[CH:19]=[CH:18][CH:17]=[CH:16][C:8]=3[C@H:9]3[CH2:13][N:12]([CH3:14])[C:11](=[O:15])[C@H:10]3[C:4]=2[CH:3]=1.[OH-].[K+].C(OCC)(=[O:26])C. The catalyst is C(O)C. The product is [Cl:1][C:2]1[CH:21]=[CH:20][C:5]2[O:6][C:7]3[CH:19]=[CH:18][CH:17]=[CH:16][C:8]=3[C@@H:9]([CH2:13][NH:12][CH3:14])[C@H:10]([C:11]([OH:15])=[O:26])[C:4]=2[CH:3]=1. The yield is 0.520. (2) The reactants are F[C:2]1[CH:7]=[CH:6][C:5]([N+:8]([O-:10])=[O:9])=[C:4]([O:11][CH3:12])[CH:3]=1.[NH:13]1[CH2:18][CH2:17][O:16][CH2:15][CH2:14]1.C(=O)([O-])[O-].[K+].[K+]. The catalyst is CC#N. The product is [CH3:12][O:11][C:4]1[CH:3]=[C:2]([N:13]2[CH2:18][CH2:17][O:16][CH2:15][CH2:14]2)[CH:7]=[CH:6][C:5]=1[N+:8]([O-:10])=[O:9]. The yield is 0.960. (3) The reactants are Cl.[CH2:2]([O:9][C:10]1[CH:16]=[CH:15][C:13]([NH2:14])=[CH:12][CH:11]=1)[C:3]1[CH:8]=[CH:7][CH:6]=[CH:5][CH:4]=1.[N:17]([O-])=O.[Na+].[Cl:21][Sn]Cl. The catalyst is O.Cl. The product is [ClH:21].[CH2:2]([O:9][C:10]1[CH:11]=[CH:12][C:13]([NH:14][NH2:17])=[CH:15][CH:16]=1)[C:3]1[CH:4]=[CH:5][CH:6]=[CH:7][CH:8]=1. The yield is 0.960. (4) The reactants are [F:1][C:2]([F:7])([F:6])[C:3]([OH:5])=[O:4].CC(OC(=O)[NH:14][CH2:15][C:16](=[O:23])[NH:17][CH2:18][C:19]([F:22])([F:21])[F:20])(C)C. The catalyst is ClCCl. The product is [F:1][C:2]([F:7])([F:6])[C:3]([OH:5])=[O:4].[NH2:14][CH2:15][C:16]([NH:17][CH2:18][C:19]([F:22])([F:21])[F:20])=[O:23]. The yield is 0.394. (5) The reactants are [Cl:1][C:2]1[CH:3]=[CH:4][C:5]2[NH:11][C:10]3[CH:12]=[CH:13][CH:14]=[CH:15][C:9]=3[C:8](Cl)=[N:7][C:6]=2[CH:17]=1. The catalyst is [Pd]. The product is [Cl:1][C:2]1[CH:3]=[CH:4][C:5]2[NH:11][C:10]3[CH:12]=[CH:13][CH:14]=[CH:15][C:9]=3[C:8]([CH:2]3[CH2:3][CH2:4][CH2:5][CH2:6][CH2:17]3)=[N:7][C:6]=2[CH:17]=1. The yield is 0.650. (6) The reactants are [CH:1]1([CH2:7][C@H:8]([NH:21]C(=O)OC(C)(C)C)[CH2:9][N:10]([CH3:20])[C:11]([O:13][CH2:14][CH2:15][Si:16]([CH3:19])([CH3:18])[CH3:17])=[O:12])[CH2:6][CH2:5][CH2:4][CH2:3][CH2:2]1.C(OCC)C.CC1C=CC(S(O)(=O)=O)=CC=1. The catalyst is CCO. The product is [NH2:21][C@@H:8]([CH2:7][CH:1]1[CH2:2][CH2:3][CH2:4][CH2:5][CH2:6]1)[CH2:9][N:10]([CH3:20])[C:11](=[O:12])[O:13][CH2:14][CH2:15][Si:16]([CH3:18])([CH3:19])[CH3:17]. The yield is 0.800. (7) The product is [F:23][C:17]1[CH:16]=[CH:15][C:14]([C:6]2[CH:7]=[CH:8][CH:9]=[C:4]([O:3][CH2:1][CH3:2])[CH:5]=2)=[CH:19][C:18]=1[N+:20]([O-:22])=[O:21]. The reactants are [CH2:1]([O:3][C:4]1[CH:5]=[C:6](B(O)O)[CH:7]=[CH:8][CH:9]=1)[CH3:2].Br[C:14]1[CH:15]=[CH:16][C:17]([F:23])=[C:18]([N+:20]([O-:22])=[O:21])[CH:19]=1.C(=O)([O-])[O-].[Na+].[Na+]. The yield is 0.900. The catalyst is C1(C)C=CC=CC=1.C(O)C.C1C=CC([P]([Pd]([P](C2C=CC=CC=2)(C2C=CC=CC=2)C2C=CC=CC=2)([P](C2C=CC=CC=2)(C2C=CC=CC=2)C2C=CC=CC=2)[P](C2C=CC=CC=2)(C2C=CC=CC=2)C2C=CC=CC=2)(C2C=CC=CC=2)C2C=CC=CC=2)=CC=1. (8) The product is [Cl:14][C:12]1[CH:11]=[CH:10][C:9]([O:15][CH2:16][CH:17]2[CH2:22][CH2:21][CH2:20][CH2:19][CH2:18]2)=[C:8]([C:6]2[N:5]=[C:4]([NH2:23])[N:3]=[C:2]([NH:29][C:28]3[CH:30]=[CH:31][C:25]([Cl:24])=[CH:26][CH:27]=3)[CH:7]=2)[CH:13]=1. The yield is 0.980. No catalyst specified. The reactants are Cl[C:2]1[CH:7]=[C:6]([C:8]2[CH:13]=[C:12]([Cl:14])[CH:11]=[CH:10][C:9]=2[O:15][CH2:16][CH:17]2[CH2:22][CH2:21][CH2:20][CH2:19][CH2:18]2)[N:5]=[C:4]([NH2:23])[N:3]=1.[Cl:24][C:25]1[CH:31]=[CH:30][C:28]([NH2:29])=[CH:27][CH:26]=1. (9) The reactants are [Cl:1][C:2]1[CH:3]=[C:4]([NH:8][C:9](=[O:23])[C:10]2[CH:15]=[CH:14][CH:13]=[N:12][C:11]=2[NH:16][C@H:17]2[CH2:22][CH2:21][CH2:20][NH:19][CH2:18]2)[CH:5]=[CH:6][CH:7]=1.ClC1C=C(NC(=O)C2C=CC=NC=2NC2CC(C)(C)NC(C)(C)C2)C=CC=1.[CH2:51](Cl)[C:52]1[CH:57]=[CH:56][CH:55]=[CH:54][CH:53]=1.BrCCO. No catalyst specified. The product is [CH2:51]([N:19]1[CH2:20][CH2:21][CH2:22][C@@H:17]([NH:16][C:11]2[N:12]=[CH:13][CH:14]=[CH:15][C:10]=2[C:9]([NH:8][C:4]2[CH:5]=[CH:6][CH:7]=[C:2]([Cl:1])[CH:3]=2)=[O:23])[CH2:18]1)[C:52]1[CH:57]=[CH:56][CH:55]=[CH:54][CH:53]=1. The yield is 0.644.